Task: Predict which catalyst facilitates the given reaction.. Dataset: Catalyst prediction with 721,799 reactions and 888 catalyst types from USPTO Reactant: [C:1]([C:3]1[CH2:7][C@@H:6]([C@@H:8]([CH2:22][O:23][Si](C2C=CC=CC=2)(C2C=CC=CC=2)C(C)(C)C)[O:9][CH2:10][C@H:11]([OH:21])[CH2:12][O:13][CH2:14][C:15]2[CH:20]=[CH:19][CH:18]=[CH:17][CH:16]=2)[O:5][N:4]=1)#[CH:2].C(O)(=O)C.CCCC[N+](CCCC)(CCCC)CCCC.[F-]. Product: [CH2:14]([O:13][CH2:12][C@@H:11]([OH:21])[CH2:10][O:9][C@@H:8]([C@H:6]1[O:5][N:4]=[C:3]([C:1]#[CH:2])[CH2:7]1)[CH2:22][OH:23])[C:15]1[CH:20]=[CH:19][CH:18]=[CH:17][CH:16]=1. The catalyst class is: 1.